The task is: Regression. Given two drug SMILES strings and cell line genomic features, predict the synergy score measuring deviation from expected non-interaction effect.. This data is from NCI-60 drug combinations with 297,098 pairs across 59 cell lines. (1) Drug 1: CCCS(=O)(=O)NC1=C(C(=C(C=C1)F)C(=O)C2=CNC3=C2C=C(C=N3)C4=CC=C(C=C4)Cl)F. Drug 2: C1C(C(OC1N2C=C(C(=O)NC2=O)F)CO)O. Cell line: M14. Synergy scores: CSS=40.2, Synergy_ZIP=-6.12, Synergy_Bliss=-2.17, Synergy_Loewe=-3.10, Synergy_HSA=2.32. (2) Drug 1: C1CCC(C1)C(CC#N)N2C=C(C=N2)C3=C4C=CNC4=NC=N3. Drug 2: CNC(=O)C1=CC=CC=C1SC2=CC3=C(C=C2)C(=NN3)C=CC4=CC=CC=N4. Cell line: OVCAR-5. Synergy scores: CSS=-0.760, Synergy_ZIP=3.68, Synergy_Bliss=4.30, Synergy_Loewe=-1.29, Synergy_HSA=-0.404. (3) Drug 1: C1=NC2=C(N1)C(=S)N=C(N2)N. Drug 2: C1=CN(C(=O)N=C1N)C2C(C(C(O2)CO)O)O.Cl. Cell line: SW-620. Synergy scores: CSS=37.1, Synergy_ZIP=-8.92, Synergy_Bliss=-5.82, Synergy_Loewe=-28.9, Synergy_HSA=-1.98. (4) Drug 1: C1C(C(OC1N2C=NC(=NC2=O)N)CO)O. Drug 2: N.N.Cl[Pt+2]Cl. Cell line: HT29. Synergy scores: CSS=23.1, Synergy_ZIP=1.71, Synergy_Bliss=7.57, Synergy_Loewe=8.57, Synergy_HSA=8.69. (5) Synergy scores: CSS=25.3, Synergy_ZIP=-7.13, Synergy_Bliss=-4.05, Synergy_Loewe=-4.03, Synergy_HSA=-0.503. Drug 1: C1=CC(=C2C(=C1NCCNCCO)C(=O)C3=C(C=CC(=C3C2=O)O)O)NCCNCCO. Cell line: RXF 393. Drug 2: CN(CC1=CN=C2C(=N1)C(=NC(=N2)N)N)C3=CC=C(C=C3)C(=O)NC(CCC(=O)O)C(=O)O. (6) Drug 1: CC1=C(N=C(N=C1N)C(CC(=O)N)NCC(C(=O)N)N)C(=O)NC(C(C2=CN=CN2)OC3C(C(C(C(O3)CO)O)O)OC4C(C(C(C(O4)CO)O)OC(=O)N)O)C(=O)NC(C)C(C(C)C(=O)NC(C(C)O)C(=O)NCCC5=NC(=CS5)C6=NC(=CS6)C(=O)NCCC[S+](C)C)O. Drug 2: C#CCC(CC1=CN=C2C(=N1)C(=NC(=N2)N)N)C3=CC=C(C=C3)C(=O)NC(CCC(=O)O)C(=O)O. Cell line: LOX IMVI. Synergy scores: CSS=65.4, Synergy_ZIP=2.06, Synergy_Bliss=2.44, Synergy_Loewe=-3.65, Synergy_HSA=6.20. (7) Drug 1: CCCCCOC(=O)NC1=NC(=O)N(C=C1F)C2C(C(C(O2)C)O)O. Drug 2: C1CCC(C(C1)N)N.C(=O)(C(=O)[O-])[O-].[Pt+4]. Cell line: NCI-H522. Synergy scores: CSS=13.9, Synergy_ZIP=-6.46, Synergy_Bliss=-4.48, Synergy_Loewe=-15.3, Synergy_HSA=-3.71.